From a dataset of Catalyst prediction with 721,799 reactions and 888 catalyst types from USPTO. Predict which catalyst facilitates the given reaction. (1) Reactant: C([N:8]1[CH2:12][CH2:11][CH:10]([C:13]2[NH:14][C:15](=[O:24])[C:16]3[C:21]([CH:22]=2)=[C:20]([CH3:23])[CH:19]=[CH:18][CH:17]=3)[CH2:9]1)C1C=CC=CC=1. Product: [NH:8]1[CH2:12][CH2:11][CH:10]([C:13]2[NH:14][C:15](=[O:24])[C:16]3[C:21]([CH:22]=2)=[C:20]([CH3:23])[CH:19]=[CH:18][CH:17]=3)[CH2:9]1. The catalyst class is: 349. (2) Reactant: [F:1][C:2]([F:15])([F:14])[C:3]([NH:5][C:6]1[CH:11]=[CH:10][CH:9]=[C:8]([NH:12][CH3:13])[CH:7]=1)=[O:4].Cl[C:17]1[CH:22]=[CH:21][C:20]([N+:23]([O-:25])=[O:24])=[CH:19][N:18]=1.C(=O)([O-])O.[Na+]. Product: [F:1][C:2]([F:14])([F:15])[C:3]([NH:5][C:6]1[CH:11]=[CH:10][CH:9]=[C:8]([N:12]([CH3:13])[C:17]2[CH:22]=[CH:21][C:20]([N+:23]([O-:25])=[O:24])=[CH:19][N:18]=2)[CH:7]=1)=[O:4]. The catalyst class is: 9.